From a dataset of Peptide-MHC class II binding affinity with 134,281 pairs from IEDB. Regression. Given a peptide amino acid sequence and an MHC pseudo amino acid sequence, predict their binding affinity value. This is MHC class II binding data. (1) The peptide sequence is PDLPYDYGALEPAIS. The MHC is HLA-DQA10501-DQB10301 with pseudo-sequence HLA-DQA10501-DQB10301. The binding affinity (normalized) is 0.198. (2) The peptide sequence is LQSLGADIASEQAVL. The MHC is DRB4_0101 with pseudo-sequence DRB4_0103. The binding affinity (normalized) is 0.541. (3) The peptide sequence is RFTISRDNSKNTLYL. The MHC is DRB1_1501 with pseudo-sequence DRB1_1501. The binding affinity (normalized) is 0.436. (4) The peptide sequence is QNRMKLADCAVGFGS. The MHC is DRB4_0101 with pseudo-sequence DRB4_0103. The binding affinity (normalized) is 0.372. (5) The peptide sequence is PSVIPAARLFKAFIL. The MHC is DRB1_0101 with pseudo-sequence DRB1_0101. The binding affinity (normalized) is 0.760.